From a dataset of Forward reaction prediction with 1.9M reactions from USPTO patents (1976-2016). Predict the product of the given reaction. (1) Given the reactants [OH-].[Na+].[F:3][C:4]1[CH:5]=[C:6]([N:11]([CH3:35])[CH:12]([C:14]2[CH:15]=[C:16]([C:31]([O:33]C)=[O:32])[CH:17]=[C:18]3[C:23]=2[O:22][C:21]([N:24]2[CH2:29][CH2:28][O:27][CH2:26][CH2:25]2)=[CH:20][C:19]3=[O:30])[CH3:13])[CH:7]=[C:8]([F:10])[CH:9]=1.CO.Cl, predict the reaction product. The product is: [F:3][C:4]1[CH:5]=[C:6]([N:11]([CH3:35])[CH:12]([C:14]2[CH:15]=[C:16]([C:31]([OH:33])=[O:32])[CH:17]=[C:18]3[C:23]=2[O:22][C:21]([N:24]2[CH2:29][CH2:28][O:27][CH2:26][CH2:25]2)=[CH:20][C:19]3=[O:30])[CH3:13])[CH:7]=[C:8]([F:10])[CH:9]=1. (2) Given the reactants [C:1](=[O:4])([O-])[O-].[NH4+].[NH4+].[Br:7][C:8]1[CH:9]=[C:10]([C:14]2(CC(O)=O)[CH2:16][CH2:15]2)[CH:11]=[CH:12][CH:13]=1.C1C=CC2N(O)N=[N:27]C=2C=1.CCN=C=NCCCN(C)C.Cl.Cl, predict the reaction product. The product is: [Br:7][C:8]1[CH:9]=[C:10]([C:14]2([C:1]([NH2:27])=[O:4])[CH2:16][CH2:15]2)[CH:11]=[CH:12][CH:13]=1. (3) Given the reactants [C:1]([C:5]1[CH:6]=[CH:7][CH:8]=[C:9]2[C:14]=1[N:13]=[C:12]([CH2:15][O:16][SiH:17]([CH3:19])[CH3:18])[CH:11]=[CH:10]2)([CH3:4])([CH3:3])[CH3:2].[Br:20]Br.C(OC(=O)C)C, predict the reaction product. The product is: [Br:20][C:8]1[CH:7]=[CH:6][C:5]([C:1]([CH3:4])([CH3:2])[CH3:3])=[C:14]2[C:9]=1[CH:10]=[CH:11][C:12]([CH2:15][O:16][SiH:17]([CH3:19])[CH3:18])=[N:13]2. (4) Given the reactants FC(F)(F)C(OC(=O)C(F)(F)F)=O.[CH3:22][S:19](O[S:19]([CH3:22])(=[O:21])=[O:20])(=[O:21])=[O:20].Cl[C:24]1[CH:33]=[C:32]([C:34]2[C:42]3[C:37](=[CH:38][CH:39]=[C:40]([CH3:43])[CH:41]=3)[N:36](CC(O)=O)[C:35]=2[CH3:48])[C:31]2[C:26](=[CH:27][CH:28]=[CH:29][CH:30]=2)[N:25]=1.CO.[Cl:51]CCl, predict the reaction product. The product is: [Cl:51][C:28]1[CH:27]=[C:26]2[C:31]([C:32]([C:34]3[C:42]4[C:37](=[CH:38][C:39]([S:19]([CH3:22])(=[O:20])=[O:21])=[C:40]([CH3:43])[CH:41]=4)[NH:36][C:35]=3[CH3:48])=[CH:33][CH:24]=[N:25]2)=[CH:30][CH:29]=1. (5) Given the reactants [K+].[Cl:2][C:3]1[N:7]([CH2:8][O:9][CH2:10][CH2:11][Si:12]([CH3:15])([CH3:14])[CH3:13])[N:6]=[C:5]([C:16]([O-:18])=O)[N:4]=1.CC[N:21]([CH:25]([CH3:27])C)[CH:22]([CH3:24])C.FC(F)(F)[C:30]([OH:32])=[O:31].[C:35]1([C:41]2[CH:46]=[C:45]([CH:47]3CCNCC3)[CH:44]=[CH:43][C:42]=2[NH:53]C(C2NC=C(C#N)N=2)=O)[CH2:40][CH2:39][CH2:38][CH2:37][CH:36]=1.C1CN([P+](Br)(N2[CH2:78][CH2:77][CH2:76]C2)N2CCCC2)CC1.F[P-](F)(F)(F)(F)F.[CH2:87](Cl)Cl, predict the reaction product. The product is: [C:77]([O:32][C:30]([N:21]1[CH2:22][CH2:24][CH:47]([C:45]2[CH:44]=[CH:43][C:42]([NH:53][C:16]([C:5]3[N:4]=[C:3]([Cl:2])[N:7]([CH2:8][O:9][CH2:10][CH2:11][Si:12]([CH3:13])([CH3:14])[CH3:15])[N:6]=3)=[O:18])=[C:41]([C:35]3[CH2:40][CH2:39][CH2:38][CH2:37][CH:36]=3)[CH:46]=2)[CH2:27][CH2:25]1)=[O:31])([CH3:76])([CH3:78])[CH3:87]. (6) Given the reactants [NH2:1][C:2](=[N:42][OH:43])[C:3]([CH3:41])([CH3:40])[CH2:4][NH:5][C:6]([C:8]1[S:9][C:10]([C:22]2[CH:27]=[CH:26][C:25]([C:28]([OH:37])([C:33]([F:36])([F:35])[F:34])[C:29]([F:32])([F:31])[F:30])=[C:24]([Cl:38])[C:23]=2[Cl:39])=[C:11]([C:13]([N:15]2[CH2:20][CH2:19][CH2:18][CH2:17][C@@H:16]2[CH3:21])=[O:14])[N:12]=1)=[O:7].C[CH2:45][O-:46].[Na+].C1N=CN(C(N2C=NC=C2)=O)C=1.O, predict the reaction product. The product is: [Cl:39][C:23]1[C:24]([Cl:38])=[C:25]([C:28]([OH:37])([C:29]([F:32])([F:30])[F:31])[C:33]([F:34])([F:35])[F:36])[CH:26]=[CH:27][C:22]=1[C:10]1[S:9][C:8]([C:6]([NH:5][CH2:4][C:3]([CH3:40])([C:2]2[NH:1][C:45](=[O:46])[O:43][N:42]=2)[CH3:41])=[O:7])=[N:12][C:11]=1[C:13]([N:15]1[CH2:20][CH2:19][CH2:18][CH2:17][C@@H:16]1[CH3:21])=[O:14].